This data is from Reaction yield outcomes from USPTO patents with 853,638 reactions. The task is: Predict the reaction yield, written as a fraction of the theoretical maximum amount of product (1.0 means a 100% yield; for example, 0.34 means a 34% yield). (1) The reactants are Cl.Cl.[CH2:3]1[C:12]2[C:7](=[CH:8][CH:9]=[N:10][CH:11]=2)[CH2:6][CH2:5][NH:4]1.F[C:14]1[CH:19]=[CH:18][C:17]([N+:20]([O-:22])=[O:21])=[CH:16][C:15]=1[CH3:23].C(N(CC)C(C)C)(C)C.O.[Cl-].[Na+].O. The catalyst is CS(C)=O. The product is [CH3:23][C:15]1[CH:16]=[C:17]([N+:20]([O-:22])=[O:21])[CH:18]=[CH:19][C:14]=1[N:10]1[CH2:9][CH2:8][C:7]2[C:12](=[CH:3][N:4]=[CH:5][CH:6]=2)[CH2:11]1. The yield is 0.420. (2) The reactants are [CH3:1][N:2]([S:15]([C:18]1[S:19][CH:20]=[CH:21][CH:22]=1)(=[O:17])=[O:16])[C:3]1[CH:4]=[CH:5][CH:6]=[C:7]2[C:11]=1[NH:10][C:9]([C:12](O)=[O:13])=[CH:8]2.N1(O)C2C=CC=CC=2N=N1.Cl.CN(C)CCCN=C=NCC.[NH:45]([C:47](=[O:53])[C:48]([O:50][CH2:51][CH3:52])=[O:49])[NH2:46]. The catalyst is O.CN(C)C=O. The product is [CH2:51]([O:50][C:48](=[O:49])[C:47]([NH:45][NH:46][C:12]([C:9]1[NH:10][C:11]2[C:7]([CH:8]=1)=[CH:6][CH:5]=[CH:4][C:3]=2[N:2]([CH3:1])[S:15]([C:18]1[S:19][CH:20]=[CH:21][CH:22]=1)(=[O:16])=[O:17])=[O:13])=[O:53])[CH3:52]. The yield is 0.630. (3) The reactants are [H-].[Na+].Cl[CH2:4][C:5]1[CH:9]=[C:8]([C:10]2[CH:15]=[CH:14][C:13]([CH3:16])=[CH:12][CH:11]=2)[N:7]([C:17]2[CH:22]=[CH:21][C:20]([S:23]([NH2:26])(=[O:25])=[O:24])=[CH:19][CH:18]=2)[N:6]=1.[CH2:27]([OH:34])[C:28]1[CH:33]=[CH:32][CH:31]=[CH:30][CH:29]=1.Cl. The catalyst is C1COCC1. The product is [CH2:27]([O:34][CH2:4][C:5]1[CH:9]=[C:8]([C:10]2[CH:15]=[CH:14][C:13]([CH3:16])=[CH:12][CH:11]=2)[N:7]([C:17]2[CH:22]=[CH:21][C:20]([S:23]([NH2:26])(=[O:25])=[O:24])=[CH:19][CH:18]=2)[N:6]=1)[C:28]1[CH:33]=[CH:32][CH:31]=[CH:30][CH:29]=1. The yield is 0.330. (4) The reactants are [F:1][C:2]1([F:20])[CH2:7][CH2:6][C:5]([C:9]2[CH:10]=[N:11][N:12]([CH:14]3[CH2:19][CH2:18][CH2:17][CH2:16][O:15]3)[CH:13]=2)(O)[CH2:4][CH2:3]1.C1(C)C=CC(S(O)(=O)=O)=CC=1. The catalyst is C1(C)C=CC=CC=1. The product is [F:20][C:2]1([F:1])[CH2:7][CH2:6][C:5]([C:9]2[CH:10]=[N:11][N:12]([CH:14]3[CH2:19][CH2:18][CH2:17][CH2:16][O:15]3)[CH:13]=2)=[CH:4][CH2:3]1. The yield is 0.700. (5) The reactants are [CH3:1][C:2]([CH3:25])([CH3:24])[C:3]#[C:4][C:5]1[S:9][C:8]([C:10]([O:12][CH3:13])=[O:11])=[C:7]([NH:14][CH2:15][C:16]([N:18]2[CH2:23][CH2:22][O:21][CH2:20][CH2:19]2)=[O:17])[CH:6]=1.N1C=CC=CC=1.[Cl:32][C:33]1[CH:41]=[C:40]([Cl:42])[CH:39]=[CH:38][C:34]=1[C:35](Cl)=[O:36]. The catalyst is ClC(Cl)C.CN(C1C=CN=CC=1)C.CCOC(C)=O. The product is [Cl:32][C:33]1[CH:41]=[C:40]([Cl:42])[CH:39]=[CH:38][C:34]=1[C:35]([N:14]([CH2:15][C:16]([N:18]1[CH2:23][CH2:22][O:21][CH2:20][CH2:19]1)=[O:17])[C:7]1[CH:6]=[C:5]([C:4]#[C:3][C:2]([CH3:25])([CH3:24])[CH3:1])[S:9][C:8]=1[C:10]([O:12][CH3:13])=[O:11])=[O:36]. The yield is 0.600.